Dataset: Retrosynthesis with 50K atom-mapped reactions and 10 reaction types from USPTO. Task: Predict the reactants needed to synthesize the given product. (1) Given the product Nc1ccc(NC(=O)Nc2ccccc2I)c(O)c1, predict the reactants needed to synthesize it. The reactants are: O=C(Nc1ccc([N+](=O)[O-])cc1O)Nc1ccccc1I. (2) Given the product O=C1C(Cc2ccc(-c3ccc(OCCN4CCCCC4)cc3)cc2Cl)CCN1C1CCCCC1, predict the reactants needed to synthesize it. The reactants are: ClCCN1CCCCC1.O=C1C(Cc2ccc(-c3ccc(O)cc3)cc2Cl)CCN1C1CCCCC1.